Dataset: Full USPTO retrosynthesis dataset with 1.9M reactions from patents (1976-2016). Task: Predict the reactants needed to synthesize the given product. (1) The reactants are: [F:1][C:2]([F:16])([C:7]1[CH:15]=[CH:14][C:10]([C:11]([OH:13])=O)=[CH:9][CH:8]=1)[C:3]([F:6])([F:5])[F:4].[CH3:17][O:18][C:19]1[CH:20]=[C:21]([CH2:25][CH2:26][NH2:27])[CH:22]=[CH:23][CH:24]=1.CN1CCOCC1.CN(C(ON1N=NC2C=CC=CC1=2)=[N+](C)C)C.F[P-](F)(F)(F)(F)F. Given the product [CH3:17][O:18][C:19]1[CH:20]=[C:21]([CH2:25][CH2:26][NH:27][C:11](=[O:13])[C:10]2[CH:9]=[CH:8][C:7]([C:2]([F:1])([F:16])[C:3]([F:4])([F:5])[F:6])=[CH:15][CH:14]=2)[CH:22]=[CH:23][CH:24]=1, predict the reactants needed to synthesize it. (2) Given the product [CH3:15][O:13][C:5]1[CH:6]=[C:7]([CH2:10][CH2:11][CH3:12])[CH:8]=[CH:9][C:4]=1[CH2:1][CH2:2][CH3:3], predict the reactants needed to synthesize it. The reactants are: [CH2:1]([C:4]1[CH:9]=[CH:8][C:7]([CH2:10][CH2:11][CH3:12])=[CH:6][C:5]=1[OH:13])[CH2:2][CH3:3].I[CH3:15].[H-].[Na+]. (3) Given the product [F:51][C:50]([F:53])([F:52])[C:48]([OH:54])=[O:49].[O:1]1[CH2:6][CH2:5][N:4]([C:7]2[C:8]3[N:9]([C:13]([C:29]4[CH:34]=[N:33][C:32]([N:35]5[CH2:36][CH2:37][NH:38][CH2:39][CH2:40]5)=[CH:31][CH:30]=4)=[C:14]([C:16]([NH:17][C:18]4[CH:27]=[CH:26][C:25]5[C:20](=[CH:21][CH:22]=[CH:23][CH:24]=5)[N:19]=4)=[O:28])[N:15]=3)[N:10]=[CH:11][CH:12]=2)[CH2:3][CH2:2]1, predict the reactants needed to synthesize it. The reactants are: [O:1]1[CH2:6][CH2:5][N:4]([C:7]2[C:8]3[N:9]([C:13]([C:29]4[CH:30]=[CH:31][C:32]([N:35]5[CH2:40][CH2:39][N:38](C(OC(C)(C)C)=O)[CH2:37][CH2:36]5)=[N:33][CH:34]=4)=[C:14]([C:16](=[O:28])[NH:17][C:18]4[CH:27]=[CH:26][C:25]5[C:20](=[CH:21][CH:22]=[CH:23][CH:24]=5)[N:19]=4)[N:15]=3)[N:10]=[CH:11][CH:12]=2)[CH2:3][CH2:2]1.[C:48]([OH:54])([C:50]([F:53])([F:52])[F:51])=[O:49]. (4) Given the product [CH2:1]([O:5][CH2:6][CH2:7][O:8][C:9]1[CH:10]=[CH:11][C:12]([C:15]2[CH:16]=[CH:17][C:18]3[NH:24][CH2:23][CH2:22][C:21]([C:31]([NH:33][C:34]4[CH:39]=[CH:38][C:37]([CH:40]([OH:48])[C:41]5[CH:46]=[CH:45][CH:44]=[CH:43][N+:42]=5[O-:47])=[C:36]([Cl:49])[CH:35]=4)=[O:32])=[CH:20][C:19]=3[CH:50]=2)=[CH:13][CH:14]=1)[CH2:2][CH2:3][CH3:4], predict the reactants needed to synthesize it. The reactants are: [CH2:1]([O:5][CH2:6][CH2:7][O:8][C:9]1[CH:14]=[CH:13][C:12]([C:15]2[CH:16]=[CH:17][C:18]3[N:24](C(=O)C(F)(F)F)[CH2:23][CH2:22][C:21]([C:31]([NH:33][C:34]4[CH:39]=[CH:38][C:37]([CH:40]([OH:48])[C:41]5[CH:46]=[CH:45][CH:44]=[CH:43][N+:42]=5[O-:47])=[C:36]([Cl:49])[CH:35]=4)=[O:32])=[CH:20][C:19]=3[CH:50]=2)=[CH:11][CH:10]=1)[CH2:2][CH2:3][CH3:4].[BH4-].[Na+].